This data is from Peptide-MHC class I binding affinity with 185,985 pairs from IEDB/IMGT. The task is: Regression. Given a peptide amino acid sequence and an MHC pseudo amino acid sequence, predict their binding affinity value. This is MHC class I binding data. (1) The peptide sequence is AHAGAKFPI. The MHC is HLA-B07:02 with pseudo-sequence HLA-B07:02. The binding affinity (normalized) is 0.379. (2) The peptide sequence is YRYCHQLAL. The MHC is HLA-B83:01 with pseudo-sequence HLA-B83:01. The binding affinity (normalized) is 0.213. (3) The peptide sequence is CEKRLLLKL. The MHC is HLA-B08:02 with pseudo-sequence HLA-B08:02. The binding affinity (normalized) is 0.0847.